This data is from Forward reaction prediction with 1.9M reactions from USPTO patents (1976-2016). The task is: Predict the product of the given reaction. (1) Given the reactants [Br:1][C:2]1[N:3]=[C:4]([CH:12]2[CH2:17][CH2:16][NH:15][CH2:14][CH2:13]2)[N:5]2[CH:10]=[CH:9][N:8]=[C:7]([CH3:11])[C:6]=12.C(N(CC)CC)C.C[Si]([N:29]=[C:30]=[O:31])(C)C.Cl.[OH-].[Na+], predict the reaction product. The product is: [Br:1][C:2]1[N:3]=[C:4]([CH:12]2[CH2:17][CH2:16][N:15]([C:30]([NH2:29])=[O:31])[CH2:14][CH2:13]2)[N:5]2[CH:10]=[CH:9][N:8]=[C:7]([CH3:11])[C:6]=12. (2) The product is: [C:18]1([C:2]2[C:7]([CH3:8])=[N:6][C:5]([CH3:9])=[CH:4][N:3]=2)[C:19]2[C:14](=[CH:13][CH:12]=[CH:11][CH:10]=2)[CH:15]=[CH:16][CH:17]=1. Given the reactants Cl[C:2]1[C:7]([CH3:8])=[N:6][C:5]([CH3:9])=[CH:4][N:3]=1.[C:10]1(B(O)O)[C:19]2[C:14](=[CH:15][CH:16]=[CH:17][CH:18]=2)[CH:13]=[CH:12][CH:11]=1.C(=O)([O-])[O-].[Na+].[Na+], predict the reaction product. (3) Given the reactants [OH:1][C:2]1[CH:25]=[CH:24][C:5]2[C:6](=[O:23])/[C:7](=[CH:9]/[C:10]3[C:18]4[C:13](=[CH:14][CH:15]=[CH:16][CH:17]=4)[N:12]([S:19]([CH3:22])(=[O:21])=[O:20])[CH:11]=3)/[O:8][C:4]=2[C:3]=1[CH2:26][N:27]1[CH2:32][CH2:31][N:30](C(OC(C)(C)C)=O)[CH2:29][CH2:28]1.FC(F)(F)C(O)=O.C(Cl)[Cl:48], predict the reaction product. The product is: [ClH:48].[ClH:48].[OH:1][C:2]1[CH:25]=[CH:24][C:5]2[C:6](=[O:23])/[C:7](=[CH:9]/[C:10]3[C:18]4[C:13](=[CH:14][CH:15]=[CH:16][CH:17]=4)[N:12]([S:19]([CH3:22])(=[O:20])=[O:21])[CH:11]=3)/[O:8][C:4]=2[C:3]=1[CH2:26][N:27]1[CH2:32][CH2:31][NH:30][CH2:29][CH2:28]1.